Predict the product of the given reaction. From a dataset of Forward reaction prediction with 1.9M reactions from USPTO patents (1976-2016). Given the reactants [CH3:1][O:2][C:3]1[CH:4]=[C:5]2[C:14]([NH2:15])=[N:13][C:12]([N:16]3[CH2:21][CH2:20][N:19]([C:22]([CH:24]4[O:33][C:32]5[CH:31]=[CH:30][CH:29]=[CH:28][C:27]=5[O:26][CH2:25]4)=[O:23])[CH2:18][CH2:17]3)=[N:11][C:6]2=[CH:7][C:8]=1[O:9][CH3:10].[ClH:34], predict the reaction product. The product is: [CH3:1][O:2][C:3]1[CH:4]=[C:5]2[C:14]([NH2:15])=[N:13][C:12]([N:16]3[CH2:21][CH2:20][N:19]([C:22]([CH:24]4[O:33][C:32]5[C:27](=[CH:28][CH:29]=[CH:30][CH:31]=5)[O:26][CH2:25]4)=[O:23])[CH2:18][CH2:17]3)=[N:11][C:6]2=[CH:7][C:8]=1[O:9][CH3:10].[ClH:34].